This data is from Forward reaction prediction with 1.9M reactions from USPTO patents (1976-2016). The task is: Predict the product of the given reaction. (1) Given the reactants [CH3:1][S:2]([C:5]1[CH:10]=[CH:9][C:8]([CH:11]([CH2:16][CH:17]2[CH2:21][CH2:20][O:19][CH2:18]2)[C:12](=[O:15])[CH:13]=[CH2:14])=[CH:7][CH:6]=1)(=[O:4])=[O:3].[N:22]1[CH:27]=[CH:26][N:25]=[CH:24][C:23]=1[CH:28]=[O:29].C(N(CC)CC)C, predict the reaction product. The product is: [CH3:1][S:2]([C:5]1[CH:6]=[CH:7][C:8]([CH:11]([CH2:16][CH:17]2[CH2:21][CH2:20][O:19][CH2:18]2)[C:12](=[O:15])[CH2:13][CH2:14][C:28]([C:23]2[CH:24]=[N:25][CH:26]=[CH:27][N:22]=2)=[O:29])=[CH:9][CH:10]=1)(=[O:4])=[O:3]. (2) Given the reactants Cl.FC1C=C(NC(NC(=O)[CH2:16][C:13]2[CH:14]=CC=C[CH:12]=2)=S)C=CC=1OC1C2C(=C[C:12](OC)=[C:13]([C:16](O)=O)[CH:14]=2)N=CC=1.Cl.[F:39][C:40]1[CH:66]=[C:65]([NH:67][C:68]([NH:70][C:71](=[O:79])[CH2:72][C:73]2[CH:78]=[CH:77][CH:76]=[CH:75][CH:74]=2)=[S:69])[CH:64]=[CH:63][C:41]=1[O:42][C:43]1[C:52]2[C:47](=[CH:48][C:49]([O:61][CH3:62])=[C:50]([C:53]([NH:55][CH:56]([CH3:60])[C:57]([OH:59])=[O:58])=[O:54])[CH:51]=2)[N:46]=[CH:45][CH:44]=1, predict the reaction product. The product is: [F:39][C:40]1[CH:66]=[C:65]([NH:67][C:68]([NH:70][C:71](=[O:79])[CH2:72][C:73]2[CH:74]=[CH:75][CH:76]=[CH:77][CH:78]=2)=[S:69])[CH:64]=[CH:63][C:41]=1[O:42][C:43]1[C:52]2[C:47](=[CH:48][C:49]([O:61][CH3:62])=[C:50]([C:53]([NH:55][CH:56]([CH3:60])[C:57]([O:59][C:13]([CH3:16])([CH3:14])[CH3:12])=[O:58])=[O:54])[CH:51]=2)[N:46]=[CH:45][CH:44]=1. (3) Given the reactants [C:1]([N:8]1[CH2:15][CH:14]([OH:16])[CH2:13][C@H:9]1[C:10]([OH:12])=[O:11])([O:3][C:4]([CH3:7])([CH3:6])[CH3:5])=[O:2].CC([O-])(C)C.[K+].Cl[C:24]1[CH:29]=[C:28]([C:30]2[CH:35]=[CH:34][CH:33]=[CH:32][N:31]=2)[N:27]=[C:26]2[CH:36]=[CH:37][S:38][C:25]=12, predict the reaction product. The product is: [C:4]([O:3][C:1]([N:8]1[CH2:15][C@H:14]([O:16][C:24]2[CH:29]=[C:28]([C:30]3[CH:35]=[CH:34][CH:33]=[CH:32][N:31]=3)[N:27]=[C:26]3[CH:36]=[CH:37][S:38][C:25]=23)[CH2:13][C@H:9]1[C:10]([OH:12])=[O:11])=[O:2])([CH3:7])([CH3:6])[CH3:5]. (4) Given the reactants Cl.N1C=[CH:6][CH:5]=[CH:4][CH:3]=1.[Cl:8][CH2:9][CH2:10][CH2:11][CH2:12][CH2:13][NH:14][C:15]1[C:20]([CH3:21])=[C:19]([CH3:22])[N:18]=[C:17]([O:23][C:24]2[CH:29]=[CH:28][CH:27]=[CH:26][CH:25]=2)[C:16]=1[NH2:30].COC(OC)(OC)CCC, predict the reaction product. The product is: [Cl:8][CH2:9][CH2:10][CH2:11][CH2:12][CH2:13][N:14]1[C:15]2[C:20]([CH3:21])=[C:19]([CH3:22])[N:18]=[C:17]([O:23][C:24]3[CH:25]=[CH:26][CH:27]=[CH:28][CH:29]=3)[C:16]=2[N:30]=[C:3]1[CH2:4][CH2:5][CH3:6]. (5) Given the reactants COC1N=CC(C2[C@@]3(C)CC[C@H]4[C@H]([C@@H]3CC=2)CC=C2[C@]4(C)CCC(=O)N2C)=CC=1.NC1N=CC(B(O)O)=CN=1.[NH2:40][C:41]1[N:46]=[CH:45][C:44]([C:47]2[C:51]3([CH3:67])[CH2:52][CH2:53][CH:54]4[CH:63]([CH:50]3[CH2:49][CH:48]=2)[CH2:62][CH:61]=[C:60]2[C:55]4([CH3:66])[CH2:56][CH2:57][C:58](=[O:65])[N:59]2[CH3:64])=[CH:43][N:42]=1, predict the reaction product. The product is: [NH2:40][C:41]1[N:46]=[CH:45][C:44]([C:47]2[C@@:51]3([CH3:67])[CH2:52][CH2:53][C@H:54]4[C@H:63]([C@@H:50]3[CH2:49][CH:48]=2)[CH2:62][CH:61]=[C:60]2[C@:55]4([CH3:66])[CH2:56][CH2:57][C:58](=[O:65])[N:59]2[CH3:64])=[CH:43][N:42]=1. (6) Given the reactants C[O:2][C:3](=[O:66])[C@@H:4]([NH:20][C:21]([C@@H:23]1[CH2:32][C:31]2[CH:30]=[C:29]3[O:33][CH2:34][C@H:35]([C:37]4[CH:42]=[CH:41][C:40]([O:43][CH2:44][C:45]5[CH:50]=[CH:49][C:48]([Cl:51])=[C:47]([Cl:52])[CH:46]=5)=[CH:39][CH:38]=4)[O:36][C:28]3=[CH:27][C:26]=2[CH2:25][N:24]1[S:53]([C:56]1[S:60][C:59]([NH:61]C(=O)C)=[N:58][C:57]=1[CH3:65])(=[O:55])=[O:54])=[O:22])[CH2:5][C:6]1[CH:11]=[CH:10][C:9]([C:12]2[CH:17]=[CH:16][N:15]=[C:14]([CH3:18])[C:13]=2[CH3:19])=[CH:8][CH:7]=1.COC(=O)[C@@H](NC([C@@H]1CC2C=C3OC[C@H](C4C=CC(OCC5C=CC(Cl)=C(Cl)C=5)=CC=4)OC3=CC=2CN1S(C1SC(N)=NC=1C)(=O)=O)=O)CC1C=CC(C2C=CN=C(C)C=2C)=CC=1, predict the reaction product. The product is: [NH2:61][C:59]1[S:60][C:56]([S:53]([N:24]2[C@H:23]([C:21]([NH:20][C@@H:4]([CH2:5][C:6]3[CH:7]=[CH:8][C:9]([C:12]4[CH:17]=[CH:16][N:15]=[C:14]([CH3:18])[C:13]=4[CH3:19])=[CH:10][CH:11]=3)[C:3]([OH:66])=[O:2])=[O:22])[CH2:32][C:31]3[CH:30]=[C:29]4[O:33][CH2:34][C@H:35]([C:37]5[CH:42]=[CH:41][C:40]([O:43][CH2:44][C:45]6[CH:50]=[CH:49][C:48]([Cl:51])=[C:47]([Cl:52])[CH:46]=6)=[CH:39][CH:38]=5)[O:36][C:28]4=[CH:27][C:26]=3[CH2:25]2)(=[O:54])=[O:55])=[C:57]([CH3:65])[N:58]=1. (7) Given the reactants [C:1](Cl)(=[O:8])[C:2]1[CH:7]=[CH:6][CH:5]=[CH:4][CH:3]=1.[CH2:10]([NH:17][C:18]([C:20]1[S:24][C:23]([NH2:25])=[N:22][C:21]=1[CH3:26])=[O:19])[C:11]1[CH:16]=[CH:15][CH:14]=[CH:13][CH:12]=1.C(N(CC)CC)C, predict the reaction product. The product is: [CH2:10]([NH:17][C:18]([C:20]1[S:24][C:23]([NH:25][C:1](=[O:8])[C:2]2[CH:7]=[CH:6][CH:5]=[CH:4][CH:3]=2)=[N:22][C:21]=1[CH3:26])=[O:19])[C:11]1[CH:16]=[CH:15][CH:14]=[CH:13][CH:12]=1.